Dataset: Forward reaction prediction with 1.9M reactions from USPTO patents (1976-2016). Task: Predict the product of the given reaction. (1) Given the reactants [Cl:1][C:2]1[N:7]=[CH:6][C:5]([Cl:8])=[C:4](Cl)[N:3]=1.[CH3:10][C@@H:11]1[CH2:16][NH:15][CH2:14][CH2:13][NH:12]1.C([O-])([O-])=O.[K+].[K+], predict the reaction product. The product is: [Cl:1][C:2]1[N:3]=[C:4]([N:15]2[CH2:14][CH2:13][NH:12][C@H:11]([CH3:10])[CH2:16]2)[C:5]([Cl:8])=[CH:6][N:7]=1. (2) Given the reactants [CH2:22]([O:21][C:18]1C=CC(C(C2C=[CH:19][C:18]([O:21][CH2:22][CH:23]=CC)=CC=2)(C)C)=C[CH:19]=1)[CH:23]=CC.ClCCCl.[CH3:30][C:31]([C:40]1[CH:41]=[CH:42][C:43]([OH:46])=[CH:44][CH:45]=1)([C:33]1[CH:34]=[CH:35][C:36]([OH:39])=[CH:37][CH:38]=1)[CH3:32].ClC1C=C(C=CC=1)C(OO)=O.CC(C1[CH:66]=[CH:65][C:64]([OH:67])=[CH:63]C=1)(C1C=[CH:63][C:64]([OH:67])=[CH:65][CH:66]=1)C, predict the reaction product. The product is: [O:21]1[CH:18]([CH3:19])[CH:22]1[CH2:23][O:46][C:43]1[CH:44]=[CH:45][C:40]([C:31]([C:33]2[CH:34]=[CH:35][C:36]([O:39][CH2:63][CH:64]3[O:67][CH:65]3[CH3:66])=[CH:37][CH:38]=2)([CH3:30])[CH3:32])=[CH:41][CH:42]=1. (3) Given the reactants [F:1][C:2]1[CH:3]=[C:4]([C:8]2([CH2:14][CH2:15][N:16]3[C@H:21]4[CH2:22][CH2:23][C@@H:17]3[CH2:18][CH:19]([N:24]3[C:28]5[CH:29]=[CH:30][CH:31]=[CH:32][C:27]=5[N:26]=[C:25]3[CH3:33])[CH2:20]4)[CH2:13][CH2:12][NH:11][CH2:10][CH2:9]2)[CH:5]=[CH:6][CH:7]=1.[Cl:34][C:35]1[CH:43]=[C:42]([F:44])[C:41]([S:45]([NH:48][CH2:49][CH3:50])(=[O:47])=[O:46])=[CH:40][C:36]=1[C:37](O)=[O:38].CN(C(ON1N=NC2C=CC=NC1=2)=[N+](C)C)C.F[P-](F)(F)(F)(F)F, predict the reaction product. The product is: [Cl:34][C:35]1[C:36]([C:37]([N:11]2[CH2:10][CH2:9][C:8]([C:4]3[CH:5]=[CH:6][CH:7]=[C:2]([F:1])[CH:3]=3)([CH2:14][CH2:15][N:16]3[C@H:21]4[CH2:22][CH2:23][C@@H:17]3[CH2:18][CH:19]([N:24]3[C:28]5[CH:29]=[CH:30][CH:31]=[CH:32][C:27]=5[N:26]=[C:25]3[CH3:33])[CH2:20]4)[CH2:13][CH2:12]2)=[O:38])=[CH:40][C:41]([S:45]([NH:48][CH2:49][CH3:50])(=[O:46])=[O:47])=[C:42]([F:44])[CH:43]=1. (4) Given the reactants [CH2:1]([OH:10])[C@@H:2]([C@H:4]([C@@H:6]([CH2:8][OH:9])[OH:7])[OH:5])[OH:3].[O:11]=[CH:12][C@@H:13]([C@H:15]([C@@H:17]([CH2:19][OH:20])[OH:18])[OH:16])[OH:14], predict the reaction product. The product is: [CH2:1]([OH:10])[C@@H:2]([C@H:4]([C@@H:6]([CH2:8][OH:9])[OH:7])[OH:5])[OH:3].[O:11]=[CH:12][C@@H:13]([C@H:15]([C@@H:17]([CH2:19][OH:20])[OH:18])[OH:16])[OH:14].[O:9]=[CH:8][C@@H:6]([C@H:4]([C@H:2]([CH2:1][OH:10])[OH:3])[OH:5])[OH:7].[O:10]=[CH:1][C@@H:2]([C@H:4]([C@@H:6]([C@@H:8]([CH2:12][OH:11])[OH:9])[OH:7])[OH:5])[OH:3]. (5) Given the reactants [N:1]1[CH:6]=[CH:5][CH:4]=[CH:3][C:2]=1[CH2:7][N:8]([CH2:27][C:28]1[CH:33]=[CH:32][CH:31]=[CH:30][N:29]=1)[CH2:9][C:10]([NH:12][C@@H:13]1[C:19](=[O:20])[N:18]2[C@H:14]1[S:15][C:16]([CH3:26])([CH3:25])[C@@H:17]2[C:21]([O:23]C)=[O:22])=[O:11].O.[OH-].[Li+].Cl, predict the reaction product. The product is: [N:29]1[CH:30]=[CH:31][CH:32]=[CH:33][C:28]=1[CH2:27][N:8]([CH2:7][C:2]1[CH:3]=[CH:4][CH:5]=[CH:6][N:1]=1)[CH2:9][C:10]([NH:12][C@@H:13]1[C:19](=[O:20])[N:18]2[C@H:14]1[S:15][C:16]([CH3:25])([CH3:26])[C@@H:17]2[C:21]([OH:23])=[O:22])=[O:11]. (6) The product is: [CH:15]([NH:10][CH2:9][CH2:1][C:2]1[CH:7]=[CH:6][CH:5]=[CH:4][CH:3]=1)=[O:14]. Given the reactants [CH2:1](Cl)[C:2]1[CH:7]=[CH:6][CH:5]=[CH:4][CH:3]=1.[C-:9]#[N:10].[K+].CC[O:14][CH2:15]C.B, predict the reaction product. (7) Given the reactants C(O[C:4]([C:6]1[S:10][C:9](/[CH:11]=[CH:12]/[C:13]2[C:14]([C:19]3[CH:24]=[CH:23][CH:22]=[CH:21][CH:20]=3)=[N:15][O:16][C:17]=2[CH3:18])=[N:8][CH:7]=1)=[O:5])C.[CH:25]([NH2:28])([CH3:27])[CH3:26], predict the reaction product. The product is: [CH:25]([NH:28][C:4]([C:6]1[S:10][C:9](/[CH:11]=[CH:12]/[C:13]2[C:14]([C:19]3[CH:20]=[CH:21][CH:22]=[CH:23][CH:24]=3)=[N:15][O:16][C:17]=2[CH3:18])=[N:8][CH:7]=1)=[O:5])([CH3:27])[CH3:26].